Dataset: Full USPTO retrosynthesis dataset with 1.9M reactions from patents (1976-2016). Task: Predict the reactants needed to synthesize the given product. (1) Given the product [CH:1]1([CH2:7][C:8]2[N:40]=[C:38]([N:37]([CH2:41][C:42]3[S:43][C:44]([CH2:47][CH3:48])=[CH:45][CH:46]=3)[CH2:36][CH2:35][C:34]([OH:49])=[O:33])[S:39][CH:9]=2)[CH2:6][CH2:5][CH2:4][CH2:3][CH2:2]1, predict the reactants needed to synthesize it. The reactants are: [CH:1]1([CH2:7][C:8](=O)[CH3:9])[CH2:6][CH2:5][CH2:4][CH2:3][CH2:2]1.C1CNC(=O)C1.Br[Br-]Br.C(=O)(O)[O-].[Na+].BrC(Br)=O.C([O:33][C:34](=[O:49])[CH2:35][CH2:36][N:37]([CH2:41][C:42]1[S:43][C:44]([CH2:47][CH3:48])=[CH:45][CH:46]=1)[C:38]([NH2:40])=[S:39])(C)(C)C. (2) Given the product [CH:2]1([CH2:5][O:6][C:7]2[CH:12]=[C:11]([O:13][CH3:14])[C:10]([F:15])=[CH:9][C:8]=2[C:16]2[C:17]3[NH:24][C:23]([CH3:25])=[C:22]([C:26]([NH:28][C@@H:29]4[CH2:34][CH2:33][N:32]([C:36](=[O:39])[CH2:37][CH3:38])[CH2:31][C@H:30]4[OH:35])=[O:27])[C:18]=3[N:19]=[CH:20][N:21]=2)[CH2:4][CH2:3]1, predict the reactants needed to synthesize it. The reactants are: Cl.[CH:2]1([CH2:5][O:6][C:7]2[CH:12]=[C:11]([O:13][CH3:14])[C:10]([F:15])=[CH:9][C:8]=2[C:16]2[C:17]3[NH:24][C:23]([CH3:25])=[C:22]([C:26]([NH:28][C@@H:29]4[CH2:34][CH2:33][NH:32][CH2:31][C@H:30]4[OH:35])=[O:27])[C:18]=3[N:19]=[CH:20][N:21]=2)[CH2:4][CH2:3]1.[C:36](Cl)(=[O:39])[CH2:37][CH3:38]. (3) Given the product [C:16]1([C:13]2[N:12]=[C:11]([CH2:10][CH2:9][NH:8][C:22](=[O:23])[O:24][C:25]([CH3:26])([CH3:27])[CH3:28])[N:15]([CH2:41][C:42]([F:45])([F:44])[F:43])[N:14]=2)[CH:17]=[CH:18][CH:19]=[CH:20][CH:21]=1, predict the reactants needed to synthesize it. The reactants are: C(OC([N:8]([C:22]([O:24][C:25]([CH3:28])([CH3:27])[CH3:26])=[O:23])[CH2:9][CH2:10][C:11]1[NH:15][N:14]=[C:13]([C:16]2[CH:21]=[CH:20][CH:19]=[CH:18][CH:17]=2)[N:12]=1)=O)(C)(C)C.C(=O)([O-])[O-].[K+].[K+].FC(F)(F)S(O[CH2:41][C:42]([F:45])([F:44])[F:43])(=O)=O. (4) Given the product [I:1][C:2]1[CH:6]=[CH:5][N:4]([C:7]2[CH:12]=[CH:11][N:10]=[C:9]([C:13]#[N:15])[CH:8]=2)[N:3]=1, predict the reactants needed to synthesize it. The reactants are: [I:1][C:2]1[CH:6]=[CH:5][N:4]([C:7]2[CH:12]=[CH:11][N:10]=[C:9]([C:13]([NH2:15])=O)[CH:8]=2)[N:3]=1.N1C=CC=CC=1.FC(F)(F)C(OC(=O)C(F)(F)F)=O.